Dataset: Forward reaction prediction with 1.9M reactions from USPTO patents (1976-2016). Task: Predict the product of the given reaction. (1) The product is: [Cl:11][C:10]1[C:2]([OH:21])=[CH:3][C:4]([O:12][CH3:13])=[C:5]([CH:9]=1)[C:6]([OH:8])=[O:7]. Given the reactants N[C:2]1[C:10]([Cl:11])=[CH:9][C:5]([C:6]([OH:8])=[O:7])=[C:4]([O:12][CH3:13])[CH:3]=1.F[B-](F)(F)F.[H+].N([O-])=[O:21].[Na+], predict the reaction product. (2) Given the reactants C(Cl)(=O)C(Cl)=O.[C:7]([O:10][C:11]1[CH:19]=[CH:18][CH:17]=[CH:16][C:12]=1[C:13]([OH:15])=O)(=[O:9])[CH3:8].[NH2:20][C:21]1[CH:33]=[C:32]([C:34]2[CH:39]=[CH:38][CH:37]=[CH:36][CH:35]=2)[CH:31]=[CH:30][C:22]=1[C:23]([O:25][C:26]([CH3:29])([CH3:28])[CH3:27])=[O:24].C(=O)([O-])O.[Na+], predict the reaction product. The product is: [C:7]([O:10][C:11]1[CH:19]=[CH:18][CH:17]=[CH:16][C:12]=1[C:13]([NH:20][C:21]1[CH:33]=[C:32]([C:34]2[CH:35]=[CH:36][CH:37]=[CH:38][CH:39]=2)[CH:31]=[CH:30][C:22]=1[C:23]([O:25][C:26]([CH3:29])([CH3:28])[CH3:27])=[O:24])=[O:15])(=[O:9])[CH3:8]. (3) Given the reactants [Br:1][C:2]1[CH:3]=[C:4]([CH:8]=[CH:9][C:10]=1[C:11]([N:13]1[CH2:17][CH:16]=[CH:15][CH2:14]1)=[O:12])[C:5]([OH:7])=O.CN(C(ON1N=NC2C=CC=CC1=2)=[N+](C)C)C.[B-](F)(F)(F)F.C(N(C(C)C)CC)(C)C.[CH2:49]([O:56][CH2:57][C@H:58]([NH2:69])[C:59]1[NH:63][C:62]2[CH:64]=[CH:65][C:66]([Cl:68])=[CH:67][C:61]=2[N:60]=1)[C:50]1[CH:55]=[CH:54][CH:53]=[CH:52][CH:51]=1.BrCl, predict the reaction product. The product is: [CH2:49]([O:56][CH2:57][C@H:58]([NH:69][C:5](=[O:7])[C:4]1[CH:8]=[CH:9][C:10]([C:11]([N:13]2[CH2:17][CH:16]=[CH:15][CH2:14]2)=[O:12])=[C:2]([Br:1])[CH:3]=1)[C:59]1[NH:63][C:62]2[CH:64]=[CH:65][C:66]([Cl:68])=[CH:67][C:61]=2[N:60]=1)[C:50]1[CH:51]=[CH:52][CH:53]=[CH:54][CH:55]=1. (4) Given the reactants [CH:1]1([NH:5][CH2:6]/[CH:7]=[CH:8]/[C:9]([O:11][CH3:12])=[O:10])[CH2:4][CH2:3][CH2:2]1.C=O.[BH-](OC(C)=O)(OC(C)=O)O[C:17](C)=O.[Na+], predict the reaction product. The product is: [CH:1]1([N:5]([CH3:17])[CH2:6]/[CH:7]=[CH:8]/[C:9]([O:11][CH3:12])=[O:10])[CH2:2][CH2:3][CH2:4]1.